From a dataset of Full USPTO retrosynthesis dataset with 1.9M reactions from patents (1976-2016). Predict the reactants needed to synthesize the given product. (1) Given the product [Cl:1][C:2]1[CH:28]=[CH:27][CH:26]=[C:25]([Cl:29])[C:3]=1[C:4]([NH:6][C@H:7]([C:21]([O:23][CH3:24])=[O:22])[CH2:8][C:9]1[CH:10]=[CH:11][C:12]([CH:15]2[CH2:20][CH2:19][NH:18][CH2:17][CH2:16]2)=[CH:13][CH:14]=1)=[O:5], predict the reactants needed to synthesize it. The reactants are: [Cl:1][C:2]1[CH:28]=[CH:27][CH:26]=[C:25]([Cl:29])[C:3]=1[C:4]([NH:6][C@H:7]([C:21]([O:23][CH3:24])=[O:22])[CH2:8][C:9]1[CH:14]=[CH:13][C:12]([C:15]2[CH2:16][CH2:17][NH:18][CH2:19][CH:20]=2)=[CH:11][CH:10]=1)=[O:5]. (2) Given the product [CH2:1]([O:3][C:4]([CH2:6][N:7]1[C:16](=[O:17])[CH:15]2[CH:10]([CH:11]3[C:18](=[C:19]([C:26]4[CH:31]=[CH:30][CH:29]=[CH:28][N:27]=4)[C:20]4[CH:25]=[CH:24][CH:23]=[CH:22][CH:21]=4)[CH:14]2[C:13]([C:32]([OH:45])([C:39]2[CH:44]=[CH:43][CH:42]=[CH:41][N:40]=2)[C:33]2[CH:34]=[CH:35][CH:36]=[CH:37][CH:38]=2)=[CH:12]3)[C:8]1=[O:9])=[O:5])[CH:2]=[CH:59][C:60]1[CH:65]=[CH:64][CH:63]=[CH:62][CH:61]=1, predict the reactants needed to synthesize it. The reactants are: [CH2:1]([O:3][C:4]([CH2:6][N:7]1[C:16](=[O:17])[CH:15]2[CH:10]([CH:11]3[C:18](=[C:19]([C:26]4[CH:31]=[CH:30][CH:29]=[CH:28][N:27]=4)[C:20]4[CH:25]=[CH:24][CH:23]=[CH:22][CH:21]=4)[CH:14]2[C:13]([C:32]([OH:45])([C:39]2[CH:44]=[CH:43][CH:42]=[CH:41][N:40]=2)[C:33]2[CH:38]=[CH:37][CH:36]=[CH:35][CH:34]=2)=[CH:12]3)[C:8]1=[O:9])=[O:5])[CH3:2].C(=O)([O-])[O-].[K+].[K+].ClCC(OCC=[CH:59][C:60]1[CH:65]=[CH:64][CH:63]=[CH:62][CH:61]=1)=O. (3) Given the product [NH2:19][C:10]1[C:9]2[N:8]=[C:7]([CH2:20][CH:21]3[CH2:23][CH2:22]3)[N:6]([CH2:5][CH2:4][CH2:3][CH2:2][NH:1][S:25]([CH3:24])(=[O:27])=[O:26])[C:18]=2[C:17]2[CH:16]=[CH:15][CH:14]=[CH:13][C:12]=2[N:11]=1, predict the reactants needed to synthesize it. The reactants are: [NH2:1][CH2:2][CH2:3][CH2:4][CH2:5][N:6]1[C:18]2[C:17]3[CH:16]=[CH:15][CH:14]=[CH:13][C:12]=3[N:11]=[C:10]([NH2:19])[C:9]=2[N:8]=[C:7]1[CH2:20][CH:21]1[CH2:23][CH2:22]1.[CH3:24][S:25](O[S:25]([CH3:24])(=[O:27])=[O:26])(=[O:27])=[O:26]. (4) Given the product [N:13]1[C:14]2[C:19](=[CH:18][CH:17]=[CH:16][CH:15]=2)[CH:20]=[C:11]([NH:10][C:7]([C:3]2[C:2]([CH3:1])=[CH:6][NH:5][N:4]=2)=[O:9])[CH:12]=1, predict the reactants needed to synthesize it. The reactants are: [CH3:1][C:2]1[C:3]([C:7]([OH:9])=O)=[N:4][NH:5][CH:6]=1.[NH2:10][C:11]1[CH:12]=[N:13][C:14]2[C:19]([CH:20]=1)=[CH:18][CH:17]=[CH:16][CH:15]=2.C(NC(C)C)(C)C.CN(C(ON1N=NC2C=CC=NC1=2)=[N+](C)C)C.F[P-](F)(F)(F)(F)F. (5) Given the product [NH2:39][C:36]1[N:37]=[CH:38][C:33]([C:7]2[CH2:11][N:10]([C:12]([O:14][C:15]([CH3:18])([CH3:17])[CH3:16])=[O:13])[C@H:9]([C:19]([O:21][CH3:22])=[O:20])[CH:8]=2)=[CH:34][CH:35]=1, predict the reactants needed to synthesize it. The reactants are: FC(F)(F)S(O[C:7]1[CH2:11][N:10]([C:12]([O:14][C:15]([CH3:18])([CH3:17])[CH3:16])=[O:13])[C@H:9]([C:19]([O:21][CH3:22])=[O:20])[CH:8]=1)(=O)=O.CC1(C)C(C)(C)OB([C:33]2[CH:34]=[CH:35][C:36]([NH2:39])=[N:37][CH:38]=2)O1.C([O-])([O-])=O.[Cs+].[Cs+]. (6) Given the product [NH2:11][C:9]1[C:8]([O:14][CH3:15])=[CH:7][C:3]([C:4]([OH:6])=[O:5])=[C:2]([F:1])[CH:10]=1, predict the reactants needed to synthesize it. The reactants are: [F:1][C:2]1[CH:10]=[C:9]([N+:11]([O-])=O)[C:8]([O:14][CH3:15])=[CH:7][C:3]=1[C:4]([OH:6])=[O:5].CC(O)=O.[H][H]. (7) Given the product [F:11][C:12]([F:34])([F:35])[C:13]1[CH:14]=[C:15]([N:23]([CH2:31][CH:32]=[O:33])[C:24](=[O:30])[O:25][C:26]([CH3:27])([CH3:28])[CH3:29])[CH:16]=[C:17]([C:19]([F:21])([F:20])[F:22])[CH:18]=1, predict the reactants needed to synthesize it. The reactants are: C(Cl)(=O)C(Cl)=O.CS(C)=O.[F:11][C:12]([F:35])([F:34])[C:13]1[CH:14]=[C:15]([N:23]([CH2:31][CH2:32][OH:33])[C:24](=[O:30])[O:25][C:26]([CH3:29])([CH3:28])[CH3:27])[CH:16]=[C:17]([C:19]([F:22])([F:21])[F:20])[CH:18]=1.C(N(CC)CC)C.